Task: Predict the product of the given reaction.. Dataset: Forward reaction prediction with 1.9M reactions from USPTO patents (1976-2016) (1) Given the reactants Cl[C:2]1[C:3]2[C:4](=[CH:16][N:17](CC3C=CC(OC)=CC=3)[N:18]=2)[N:5]=[C:6]([C:8]2[C:13]([F:14])=[CH:12][CH:11]=[CH:10][C:9]=2[F:15])[N:7]=1.[CH3:28][N:29]1[CH2:34][CH2:33][N:32]([CH:35]2[CH2:40][CH2:39][N:38]([C:41]3[CH:47]=[CH:46][C:44]([NH2:45])=[CH:43][CH:42]=3)[CH2:37][CH2:36]2)[CH2:31][CH2:30]1.Cl, predict the reaction product. The product is: [F:14][C:13]1[CH:12]=[CH:11][CH:10]=[C:9]([F:15])[C:8]=1[C:6]1[N:7]=[C:2]([NH:45][C:44]2[CH:46]=[CH:47][C:41]([N:38]3[CH2:39][CH2:40][CH:35]([N:32]4[CH2:33][CH2:34][N:29]([CH3:28])[CH2:30][CH2:31]4)[CH2:36][CH2:37]3)=[CH:42][CH:43]=2)[C:3]2[NH:18][N:17]=[CH:16][C:4]=2[N:5]=1. (2) Given the reactants [CH3:1][C:2]1[CH:7]=[C:6]([CH3:8])[NH:5][C:4](=[O:9])[C:3]=1[CH2:10][NH:11][C:12]([C:14]1[CH:15]=[C:16]([C:30]2[CH:35]=[C:34](CN3CCOCC3)[CH:33]=[CH:32][CH:31]=2)[CH:17]=[C:18]([N:21]([CH2:28][CH3:29])[CH:22]2[CH2:27][CH2:26][NH:25][CH2:24][CH2:23]2)[C:19]=1[CH3:20])=[O:13].[C:43]([OH:49])(=O)[C:44]([CH3:47])([CH3:46])[CH3:45].[CH2:50]([N:52]([CH2:55][CH3:56])[CH2:53]C)[CH3:51].C1CN([P+]([O:73]N2N=NC3C=CC=CC2=3)(N2CCCC2)N2CCCC2)CC1.F[P-](F)(F)(F)(F)F, predict the reaction product. The product is: [CH3:1][C:2]1[CH:7]=[C:6]([CH3:8])[NH:5][C:4](=[O:9])[C:3]=1[CH2:10][NH:11][C:12]([C:14]1[CH:15]=[C:16]([C:30]2[CH:35]=[CH:34][C:33]([CH2:53][N:52]3[CH2:55][CH2:56][O:73][CH2:51][CH2:50]3)=[CH:32][CH:31]=2)[CH:17]=[C:18]([N:21]([CH2:28][CH3:29])[CH:22]2[CH2:27][CH2:26][N:25]([C:43](=[O:49])[C:44]([CH3:47])([CH3:46])[CH3:45])[CH2:24][CH2:23]2)[C:19]=1[CH3:20])=[O:13]. (3) Given the reactants [Br:1][C:2]1[CH:3]=[C:4]([F:11])[C:5]([C:8](Cl)=[O:9])=[N:6][CH:7]=1.[BH4-].[Li+].CO, predict the reaction product. The product is: [Br:1][C:2]1[CH:3]=[C:4]([F:11])[C:5]([CH2:8][OH:9])=[N:6][CH:7]=1. (4) Given the reactants [Br:1][C:2]1[CH:3]=[C:4]([N+:9]([O-:11])=[O:10])[C:5](Cl)=[N:6][CH:7]=1.Cl.[NH2:13][CH2:14][CH2:15][C@H:16]([NH:24][C:25]([O:27][C:28]([CH3:31])([CH3:30])[CH3:29])=[O:26])[C:17]([O:19][C:20]([CH3:23])([CH3:22])[CH3:21])=[O:18].C(N(CC)CC)C, predict the reaction product. The product is: [Br:1][C:2]1[CH:3]=[C:4]([N+:9]([O-:11])=[O:10])[C:5]([NH:13][CH2:14][CH2:15][CH:16]([NH:24][C:25]([O:27][C:28]([CH3:31])([CH3:30])[CH3:29])=[O:26])[C:17]([O:19][C:20]([CH3:22])([CH3:23])[CH3:21])=[O:18])=[N:6][CH:7]=1. (5) Given the reactants [Cl:1][C:2]1[C:3]([F:42])=[C:4]([C@@H:8]2[C@:12]([C:15]3[CH:20]=[CH:19][C:18]([Cl:21])=[CH:17][C:16]=3[F:22])([C:13]#[N:14])[C@H:11]([CH2:23][C:24]([CH3:27])([CH3:26])[CH3:25])[NH:10][C@H:9]2[C:28]([NH:30][C:31]2[CH:39]=[CH:38][C:34]([C:35]([OH:37])=[O:36])=[C:33]([O:40][CH3:41])[CH:32]=2)=[O:29])[CH:5]=[CH:6][CH:7]=1.[CH2:43]=O, predict the reaction product. The product is: [Cl:1][C:2]1[C:3]([F:42])=[C:4]([C@H:8]2[C@H:9]3[N:10]([CH2:43][N:30]([C:31]4[CH:39]=[CH:38][C:34]([C:35]([OH:37])=[O:36])=[C:33]([O:40][CH3:41])[CH:32]=4)[C:28]3=[O:29])[C@@H:11]([CH2:23][C:24]([CH3:27])([CH3:26])[CH3:25])[C@@:12]2([C:15]2[CH:20]=[CH:19][C:18]([Cl:21])=[CH:17][C:16]=2[F:22])[C:13]#[N:14])[CH:5]=[CH:6][CH:7]=1. (6) Given the reactants [OH:1][C:2]1[CH:7]=[C:6]([Cl:8])[N:5]=[N:4][C:3]=1Cl.[F:10][C:11]([F:20])([F:19])[C:12]1[CH:13]=[C:14]([OH:18])[CH:15]=[CH:16][CH:17]=1.[OH-].[Na+].Cl, predict the reaction product. The product is: [Cl:8][C:6]1[N:5]=[N:4][C:3]([O:18][C:14]2[CH:15]=[CH:16][CH:17]=[C:12]([C:11]([F:10])([F:19])[F:20])[CH:13]=2)=[C:2]([OH:1])[CH:7]=1. (7) The product is: [CH3:25][N:16]([CH2:15][C:11]1[CH:10]=[C:9]([C:6]2[CH:5]=[CH:4][C:3]([CH:1]=[C:27]([C:28]([O:30][CH2:31][CH3:32])=[O:29])[C:26]([O:34][CH2:35][CH3:36])=[O:33])=[CH:8][CH:7]=2)[CH:14]=[CH:13][CH:12]=1)[C:17]([C:18]1[CH:19]=[CH:20][CH:21]=[CH:22][CH:23]=1)=[O:24]. Given the reactants [CH:1]([C:3]1[CH:8]=[CH:7][C:6]([C:9]2[CH:14]=[CH:13][CH:12]=[C:11]([CH2:15][N:16]([CH3:25])[C:17](=[O:24])[C:18]3[CH:23]=[CH:22][CH:21]=[CH:20][CH:19]=3)[CH:10]=2)=[CH:5][CH:4]=1)=O.[C:26]([O:34][CH2:35][CH3:36])(=[O:33])[CH2:27][C:28]([O:30][CH2:31][CH3:32])=[O:29].C(O)(=O)C.N1CCCCC1, predict the reaction product. (8) Given the reactants [CH3:1][O:2][C:3]1[C:8]([CH3:9])=[C:7]([O:10][CH3:11])[N:6]=[CH:5][CH:4]=1.[Br:12]N1C(=O)CCC1=O, predict the reaction product. The product is: [Br:12][CH2:9][C:8]1[C:3]([O:2][CH3:1])=[CH:4][CH:5]=[N:6][C:7]=1[O:10][CH3:11]. (9) Given the reactants C(OC(=O)[NH:7][CH2:8][C:9]1[CH:14]=[CH:13][C:12]([CH2:15][N:16]([CH2:28][C:29]#N)[CH2:17][CH2:18][CH2:19][CH2:20][N:21]([CH2:25][CH2:26][CH3:27])[CH2:22][CH2:23][CH3:24])=[CH:11][CH:10]=1)(C)(C)C.Cl.[O:33]1CCOC[CH2:34]1.C[OH:40], predict the reaction product. The product is: [CH3:34][O:33][C:29](=[O:40])[CH2:28][N:16]([CH2:15][C:12]1[CH:11]=[CH:10][C:9]([CH2:8][NH2:7])=[CH:14][CH:13]=1)[CH2:17][CH2:18][CH2:19][CH2:20][N:21]([CH2:22][CH2:23][CH3:24])[CH2:25][CH2:26][CH3:27]. (10) Given the reactants [CH2:1]([O:8][C:9]([NH:11][C@H:12]1[CH2:17][CH2:16][C@H:15]([OH:18])[CH2:14][CH2:13]1)=[O:10])[C:2]1[CH:7]=[CH:6][CH:5]=[CH:4][CH:3]=1, predict the reaction product. The product is: [CH2:1]([O:8][C:9]([NH:11][CH:12]1[CH2:17][CH2:16][C:15](=[O:18])[CH2:14][CH2:13]1)=[O:10])[C:2]1[CH:3]=[CH:4][CH:5]=[CH:6][CH:7]=1.